Dataset: Acute oral toxicity (LD50) regression data from Zhu et al.. Task: Regression/Classification. Given a drug SMILES string, predict its toxicity properties. Task type varies by dataset: regression for continuous values (e.g., LD50, hERG inhibition percentage) or binary classification for toxic/non-toxic outcomes (e.g., AMES mutagenicity, cardiotoxicity, hepatotoxicity). Dataset: ld50_zhu. (1) The drug is Oc1cccc2cc3cccc(O)c3c(O)c12. The rat oral LD50 is 1.85, given as -log10 of the dose in mol/kg body weight (higher means more acutely toxic). (2) The drug is COP(=O)(Oc1ccc([N+](=O)[O-])c(C)c1)SC. The rat oral LD50 is 2.94, given as -log10 of the dose in mol/kg body weight (higher means more acutely toxic).